This data is from Reaction yield outcomes from USPTO patents with 853,638 reactions. The task is: Predict the reaction yield, written as a fraction of the theoretical maximum amount of product (1.0 means a 100% yield; for example, 0.34 means a 34% yield). (1) The reactants are [Cl:1][C:2]1[CH:3]=[C:4]([O:19][CH2:20][CH:21]=[C:22]([Cl:24])[Cl:23])[CH:5]=[C:6]([Cl:18])[C:7]=1[O:8][CH2:9][CH2:10][CH2:11][CH2:12][CH2:13][O:14][CH2:15][CH:16]=[CH2:17].S(=O)(=O)(O)[OH:26]. The catalyst is S([O-])([O-])(=O)=O.[Hg+2].O1CCCC1. The product is [Cl:1][C:2]1[CH:3]=[C:4]([O:19][CH2:20][CH:21]=[C:22]([Cl:24])[Cl:23])[CH:5]=[C:6]([Cl:18])[C:7]=1[O:8][CH2:9][CH2:10][CH2:11][CH2:12][CH2:13][O:14][CH2:15][C:16](=[O:26])[CH3:17]. The yield is 0.940. (2) The reactants are [C:1]([CH:5]1[CH2:10][CH2:9][CH:8]([O:11][C:12]2[CH:13]=[C:14]3[C:19](=[CH:20][CH:21]=2)[CH:18]=[C:17]([CH2:22][CH2:23][OH:24])[CH:16]=[CH:15]3)[CH2:7][CH2:6]1)([CH3:4])([CH3:3])[CH3:2].CC(OI1(OC(C)=O)(OC(C)=O)OC(=O)C2C=CC=CC1=2)=O. The catalyst is C(Cl)Cl. The product is [C:1]([CH:5]1[CH2:10][CH2:9][CH:8]([O:11][C:12]2[CH:13]=[C:14]3[C:19](=[CH:20][CH:21]=2)[CH:18]=[C:17]([CH2:22][CH:23]=[O:24])[CH:16]=[CH:15]3)[CH2:7][CH2:6]1)([CH3:4])([CH3:2])[CH3:3]. The yield is 0.700.